From a dataset of Reaction yield outcomes from USPTO patents with 853,638 reactions. Predict the reaction yield, written as a fraction of the theoretical maximum amount of product (1.0 means a 100% yield; for example, 0.34 means a 34% yield). (1) The reactants are [NH2:1][CH:2]1[CH2:7][CH2:6][N:5]([CH2:8][CH:9]([N:11]2[C:20]3[C:15](=[CH:16][CH:17]=[C:18]([O:21][CH3:22])[CH:19]=3)[N:14]=[CH:13][C:12]2=[O:23])[CH3:10])[CH2:4][CH2:3]1.[O:24]=[C:25]1[CH2:30][O:29][C:28]2[CH:31]=[CH:32][C:33]([CH:35]=O)=[N:34][C:27]=2[NH:26]1.C(O[BH-](OC(=O)C)OC(=O)C)(=O)C.[Na+]. The catalyst is CO.ClCCl. The product is [CH3:22][O:21][C:18]1[CH:19]=[C:20]2[C:15]([N:14]=[CH:13][C:12](=[O:23])[N:11]2[CH:9]([CH3:10])[CH2:8][N:5]2[CH2:6][CH2:7][CH:2]([NH:1][CH2:35][C:33]3[CH:32]=[CH:31][C:28]4[O:29][CH2:30][C:25](=[O:24])[NH:26][C:27]=4[N:34]=3)[CH2:3][CH2:4]2)=[CH:16][CH:17]=1. The yield is 0.630. (2) The reactants are [OH:1][C:2]1[C:12]([N+:13]([O-])=O)=[CH:11][CH:10]=[CH:9][C:3]=1[C:4]([N:6]([CH3:8])[CH3:7])=[O:5].[H][H]. The catalyst is C(O)C.[Pd]. The product is [NH2:13][C:12]1[C:2]([OH:1])=[C:3]([CH:9]=[CH:10][CH:11]=1)[C:4]([N:6]([CH3:8])[CH3:7])=[O:5]. The yield is 1.00.